From a dataset of Catalyst prediction with 721,799 reactions and 888 catalyst types from USPTO. Predict which catalyst facilitates the given reaction. (1) Reactant: [F:1][C:2]1[CH:3]=[C:4]([CH2:11][C:12]([OH:14])=[O:13])[C:5]([O:9][CH3:10])=[CH:6][C:7]=1[F:8].OS(O)(=O)=O.[CH3:20]O. Product: [F:1][C:2]1[CH:3]=[C:4]([CH2:11][C:12]([O:14][CH3:20])=[O:13])[C:5]([O:9][CH3:10])=[CH:6][C:7]=1[F:8]. The catalyst class is: 6. (2) Reactant: [C:1]([O:5][C:6]([CH3:9])([CH3:8])[CH3:7])(=[O:4])[CH:2]=[CH2:3].[CH2:10]([OH:13])[CH2:11][OH:12].[OH-].[K+]. Product: [OH:12][CH2:11][CH2:10][O:13][CH2:3][CH2:2][C:1]([O:5][C:6]([CH3:9])([CH3:8])[CH3:7])=[O:4]. The catalyst class is: 689. (3) Reactant: [CH3:1][N:2](C=O)C.C1COCC1.CN(C)[CH2:13][C:14]1[C:22]2[C:17](=[CH:18][C:19]([N+:23]([O-:25])=[O:24])=[CH:20][CH:21]=2)[NH:16][CH:15]=1.[C-]#N.[K+]. Product: [N+:23]([C:19]1[CH:18]=[C:17]2[C:22]([C:14]([CH2:13][C:1]#[N:2])=[CH:15][NH:16]2)=[CH:21][CH:20]=1)([O-:25])=[O:24]. The catalyst class is: 6. (4) Reactant: C(O)(=O)C1C=CC=CC=1.C1C=CC2N(O)N=NC=2C=1.C(Cl)CCl.C(N(CC)CC)C.[C:31]([NH:39][C@@H:40]1[CH2:45][CH2:44][O:43][CH2:42][C@@H:41]1[C:46]([O:48][CH3:49])=[O:47])(=[O:38])[C:32]1[CH:37]=[CH:36][CH:35]=[CH:34][CH:33]=1. Product: [C:31]([NH:39][C@H:40]1[CH2:45][CH2:44][O:43][CH2:42][C@H:41]1[C:46]([O:48][CH3:49])=[O:47])(=[O:38])[C:32]1[CH:33]=[CH:34][CH:35]=[CH:36][CH:37]=1. The catalyst class is: 2.